Dataset: Reaction yield outcomes from USPTO patents with 853,638 reactions. Task: Predict the reaction yield, written as a fraction of the theoretical maximum amount of product (1.0 means a 100% yield; for example, 0.34 means a 34% yield). (1) The reactants are C[Si](C)(C)[C:3]1[CH:8]=[CH:7][C:6]([C:9]2[CH:14]=[CH:13][C:12](I)=[CH:11][C:10]=2F)=[C:5](F)[C:4]=1F.C([C:24]1[CH:29]=[CH:28][C:27](B(O)O)=[CH:26][CH:25]=1)CC.OCC(C)(CO)C.CC(C)=O. The catalyst is CC(O)C.CC([O-])=O.CC([O-])=O.[Pd+2]. The product is [C:6]1([C:9]2[C:10]([C:24]3[CH:29]=[CH:28][CH:27]=[CH:26][CH:25]=3)=[CH:11][CH:12]=[CH:13][CH:14]=2)[CH:7]=[CH:8][CH:3]=[CH:4][CH:5]=1. The yield is 0.890. (2) The reactants are [NH:1]([CH2:5][C:6]1[CH:14]=[CH:13][CH:12]=[C:8]([C:9]([OH:11])=O)[C:7]=1[C:15]([OH:17])=O)[C:2]([NH2:4])=[O:3].Cl.[NH2:19][CH:20]1[CH2:26][CH2:25][C:24](=[O:27])[NH:23][C:21]1=[O:22]. The catalyst is N1C=CC=CC=1. The product is [O:22]=[C:21]1[CH:20]([N:19]2[C:15](=[O:17])[C:7]3[C:8](=[CH:12][CH:13]=[CH:14][C:6]=3[CH2:5][NH:1][C:2]([NH2:4])=[O:3])[C:9]2=[O:11])[CH2:26][CH2:25][C:24](=[O:27])[NH:23]1. The yield is 0.360. (3) The reactants are [CH2:1]([N:8]1[C:12]2([CH2:16][CH2:15][NH:14][CH2:13]2)[CH2:11][CH2:10][CH2:9]1)[C:2]1[CH:7]=[CH:6][CH:5]=[CH:4][CH:3]=1.Br[C:18]1[CH:19]=[N:20][CH:21]=[C:22]([O:24][CH2:25][CH3:26])[CH:23]=1.CC(C)([O-])C.[K+]. The yield is 0.690. The product is [CH2:1]([N:8]1[C:12]2([CH2:16][CH2:15][N:14]([C:18]3[CH:19]=[N:20][CH:21]=[C:22]([O:24][CH2:25][CH3:26])[CH:23]=3)[CH2:13]2)[CH2:11][CH2:10][CH2:9]1)[C:2]1[CH:3]=[CH:4][CH:5]=[CH:6][CH:7]=1. The catalyst is C1(C)C=CC=CC=1.C1C=CC(/C=C/C(/C=C/C2C=CC=CC=2)=O)=CC=1.C1C=CC(/C=C/C(/C=C/C2C=CC=CC=2)=O)=CC=1.C1C=CC(/C=C/C(/C=C/C2C=CC=CC=2)=O)=CC=1.[Pd].[Pd].C1(P(C2C=CC=CC=2)C2C=CC3C(=CC=CC=3)C=2C2C3C(=CC=CC=3)C=CC=2P(C2C=CC=CC=2)C2C=CC=CC=2)C=CC=CC=1. (4) The reactants are Br[C:2]1[C:11]2[C:6](=[CH:7][CH:8]=[C:9]([OH:12])[CH:10]=2)[C:5](=[O:13])[N:4]([C:14]2[CH:19]=[CH:18][C:17]([OH:20])=[CH:16][CH:15]=2)[CH:3]=1.C(=O)([O-])[O-].[K+].[K+].[CH3:27][O:28][C:29]1[CH:34]=[CH:33][C:32](B(O)O)=[CH:31][CH:30]=1. The catalyst is C1C=CC([P]([Pd]([P](C2C=CC=CC=2)(C2C=CC=CC=2)C2C=CC=CC=2)([P](C2C=CC=CC=2)(C2C=CC=CC=2)C2C=CC=CC=2)[P](C2C=CC=CC=2)(C2C=CC=CC=2)C2C=CC=CC=2)(C2C=CC=CC=2)C2C=CC=CC=2)=CC=1. The product is [OH:12][C:9]1[CH:10]=[C:11]2[C:6](=[CH:7][CH:8]=1)[C:5](=[O:13])[N:4]([C:14]1[CH:19]=[CH:18][C:17]([OH:20])=[CH:16][CH:15]=1)[CH:3]=[C:2]2[C:32]1[CH:33]=[CH:34][C:29]([O:28][CH3:27])=[CH:30][CH:31]=1. The yield is 0.725. (5) The reactants are [C:1]([O:4][C:5]1[CH:13]=[CH:12][C:8]([C:9]([OH:11])=O)=[CH:7][CH:6]=1)(=[O:3])[CH3:2].C(Cl)(=O)C(Cl)=O.[NH2:20][C:21]1[CH:26]=[CH:25][CH:24]=[CH:23][CH:22]=1. The catalyst is CN(C=O)C. The product is [C:21]1([NH:20][C:9]([C:8]2[CH:7]=[CH:6][C:5]([O:4][C:1](=[O:3])[CH3:2])=[CH:13][CH:12]=2)=[O:11])[CH:26]=[CH:25][CH:24]=[CH:23][CH:22]=1. The yield is 1.00. (6) The reactants are [C:1]([C:3]1[C:4]([CH3:14])=[CH:5][C:6](C(O)=O)=[N:7][C:8]=1[O:9][CH3:10])#[N:2].C([N:17]([CH2:20]C)CC)C.C1C=CC(P(N=[N+]=[N-])(C2C=CC=CC=2)=[O:29])=CC=1.[C:39]([OH:43])([CH3:42])([CH3:41])[CH3:40]. No catalyst specified. The product is [C:39]([O:43][C:20](=[O:29])[NH:17][C:6]1[CH:5]=[C:4]([CH3:14])[C:3]([C:1]#[N:2])=[C:8]([O:9][CH3:10])[N:7]=1)([CH3:42])([CH3:41])[CH3:40]. The yield is 0.594. (7) The reactants are [CH:1]([C:3]1[CH:8]=[CH:7][C:6]([N:9]2[CH:13]=[N:12][CH:11]=[N:10]2)=[CH:5][CH:4]=1)=[CH2:2].[Li][CH2:15]CCC.CI. The catalyst is C1COCC1. The product is [CH3:15][C:13]1[N:9]([C:6]2[CH:5]=[CH:4][C:3]([CH:1]=[CH2:2])=[CH:8][CH:7]=2)[N:10]=[CH:11][N:12]=1. The yield is 0.460.